Dataset: Reaction yield outcomes from USPTO patents with 853,638 reactions. Task: Predict the reaction yield, written as a fraction of the theoretical maximum amount of product (1.0 means a 100% yield; for example, 0.34 means a 34% yield). (1) The reactants are Cl[C:2]1[CH:7]=[C:6]([C:8]#[N:9])[CH:5]=[C:4]([O:10][CH:11]([CH3:13])[CH3:12])[N:3]=1.[F:14][C:15]([F:26])([F:25])[C:16]1[CH:21]=[CH:20][C:19](B(O)O)=[CH:18][CH:17]=1.C(=O)([O-])[O-].[Cs+].[Cs+].CC(C1C=C(C(C)C)C(C2C=CC=CC=2P(C2CCCCC2)C2CCCCC2)=C(C(C)C)C=1)C. The catalyst is C([O-])(=O)C.[Pd+2].C([O-])(=O)C.O1CCOCC1. The product is [CH:11]([O:10][C:4]1[CH:5]=[C:6]([C:8]#[N:9])[CH:7]=[C:2]([C:19]2[CH:20]=[CH:21][C:16]([C:15]([F:26])([F:25])[F:14])=[CH:17][CH:18]=2)[N:3]=1)([CH3:13])[CH3:12]. The yield is 0.360. (2) The reactants are Br[C:2]1[CH:22]=[CH:21][C:5]2[N:6]([C:15]3[CH:20]=[CH:19][CH:18]=[CH:17][CH:16]=3)[C:7]([C:9]3[CH:14]=[CH:13][CH:12]=[CH:11][CH:10]=3)=[N:8][C:4]=2[CH:3]=1.C([Li])CCC.C[O:29][B:30](OC)[O:31]C.Cl. The catalyst is C1COCC1. The product is [C:15]1([N:6]2[C:5]3[CH:21]=[CH:22][C:2]([B:30]([OH:31])[OH:29])=[CH:3][C:4]=3[N:8]=[C:7]2[C:9]2[CH:14]=[CH:13][CH:12]=[CH:11][CH:10]=2)[CH:20]=[CH:19][CH:18]=[CH:17][CH:16]=1. The yield is 0.350.